This data is from NCI-60 drug combinations with 297,098 pairs across 59 cell lines. The task is: Regression. Given two drug SMILES strings and cell line genomic features, predict the synergy score measuring deviation from expected non-interaction effect. (1) Drug 1: CNC(=O)C1=NC=CC(=C1)OC2=CC=C(C=C2)NC(=O)NC3=CC(=C(C=C3)Cl)C(F)(F)F. Drug 2: CCN(CC)CCCC(C)NC1=C2C=C(C=CC2=NC3=C1C=CC(=C3)Cl)OC. Cell line: U251. Synergy scores: CSS=34.1, Synergy_ZIP=-1.78, Synergy_Bliss=-1.48, Synergy_Loewe=-37.9, Synergy_HSA=-0.249. (2) Drug 1: CCCCCOC(=O)NC1=NC(=O)N(C=C1F)C2C(C(C(O2)C)O)O. Drug 2: CN(C(=O)NC(C=O)C(C(C(CO)O)O)O)N=O. Cell line: SK-OV-3. Synergy scores: CSS=-2.65, Synergy_ZIP=0.965, Synergy_Bliss=-0.343, Synergy_Loewe=-1.91, Synergy_HSA=-2.61. (3) Drug 1: C1CN1P(=S)(N2CC2)N3CC3. Drug 2: CC=C1C(=O)NC(C(=O)OC2CC(=O)NC(C(=O)NC(CSSCCC=C2)C(=O)N1)C(C)C)C(C)C. Cell line: A549. Synergy scores: CSS=39.5, Synergy_ZIP=-2.99, Synergy_Bliss=3.68, Synergy_Loewe=-21.5, Synergy_HSA=2.71. (4) Drug 1: C1=CC(=CC=C1CCCC(=O)O)N(CCCl)CCCl. Drug 2: CC(C1=C(C=CC(=C1Cl)F)Cl)OC2=C(N=CC(=C2)C3=CN(N=C3)C4CCNCC4)N. Cell line: HT29. Synergy scores: CSS=8.32, Synergy_ZIP=-8.04, Synergy_Bliss=-5.03, Synergy_Loewe=-9.83, Synergy_HSA=-5.57. (5) Drug 1: CCCS(=O)(=O)NC1=C(C(=C(C=C1)F)C(=O)C2=CNC3=C2C=C(C=N3)C4=CC=C(C=C4)Cl)F. Drug 2: CC(C)(C#N)C1=CC(=CC(=C1)CN2C=NC=N2)C(C)(C)C#N. Cell line: SNB-19. Synergy scores: CSS=5.98, Synergy_ZIP=2.09, Synergy_Bliss=5.93, Synergy_Loewe=3.91, Synergy_HSA=3.04. (6) Drug 1: C1CN1P(=S)(N2CC2)N3CC3. Drug 2: CCN(CC)CCNC(=O)C1=C(NC(=C1C)C=C2C3=C(C=CC(=C3)F)NC2=O)C. Cell line: MOLT-4. Synergy scores: CSS=63.3, Synergy_ZIP=-4.87, Synergy_Bliss=-5.72, Synergy_Loewe=-4.46, Synergy_HSA=-3.42.